This data is from Reaction yield outcomes from USPTO patents with 853,638 reactions. The task is: Predict the reaction yield, written as a fraction of the theoretical maximum amount of product (1.0 means a 100% yield; for example, 0.34 means a 34% yield). (1) The reactants are Cl.Cl.[CH3:3][C@H:4]1[CH2:8][CH2:7][CH2:6][N:5]1[C@H:9]1[CH2:13][CH2:12][NH:11][CH2:10]1.Cl[C:15]1[CH:20]=[CH:19][C:18]([N+:21]([O-:23])=[O:22])=[C:17]([CH3:24])[N:16]=1.C(=O)([O-])[O-].[K+].[K+]. The catalyst is C(#N)C. The product is [CH3:3][C@H:4]1[CH2:8][CH2:7][CH2:6][N:5]1[C@H:9]1[CH2:13][CH2:12][N:11]([C:15]2[CH:20]=[CH:19][C:18]([N+:21]([O-:23])=[O:22])=[C:17]([CH3:24])[N:16]=2)[CH2:10]1. The yield is 0.820. (2) The reactants are F[C:2]1[CH:9]=[CH:8][C:5]([CH:6]=[O:7])=[C:4]([N+:10]([O-:12])=[O:11])[CH:3]=1.[CH3:13][O:14][CH2:15][CH2:16][N:17]1[CH2:22][CH2:21][NH:20][CH2:19][CH2:18]1.CS(C)=O. The catalyst is O. The product is [CH3:13][O:14][CH2:15][CH2:16][N:17]1[CH2:22][CH2:21][N:20]([C:2]2[CH:9]=[CH:8][C:5]([CH:6]=[O:7])=[C:4]([N+:10]([O-:12])=[O:11])[CH:3]=2)[CH2:19][CH2:18]1. The yield is 0.680. (3) The reactants are [F:1][C:2]1[CH:3]=[C:4]([CH2:8][C:9]([OH:11])=O)[CH:5]=[CH:6][CH:7]=1.OS(O)(=O)=O.[N+:17]([O-])(O)=O. No catalyst specified. The product is [F:1][C:2]1[CH:3]=[C:4]2[C:5](=[CH:6][CH:7]=1)[NH:17][C:9](=[O:11])[CH2:8]2. The yield is 0.820. (4) The reactants are [CH3:1][S:2]([OH:5])(=[O:4])=[O:3].[CH:6]([N:8]1[CH:12]=[CH:11][N:10]=[CH:9]1)=[CH2:7].C(=O)=O. The catalyst is C(OCC)C. The product is [CH3:1][S:2]([O-:5])(=[O:4])=[O:3].[CH:6]([N+:8]1[CH:12]=[CH:11][NH:10][CH:9]=1)=[CH2:7]. The yield is 0.950. (5) The reactants are [Br:1][C:2]1[CH:7]=[C:6]([N+:8]([O-:10])=[O:9])[CH:5]=[C:4]([O:11]C)[CH:3]=1.B(Br)(Br)Br.O. The catalyst is C(Cl)Cl. The product is [Br:1][C:2]1[CH:3]=[C:4]([OH:11])[CH:5]=[C:6]([N+:8]([O-:10])=[O:9])[CH:7]=1. The yield is 0.440. (6) The reactants are Br[C:2]1[CH:22]=[CH:21][C:5]([O:6][CH2:7][C@@H:8]2[CH2:13][CH2:12][C@H:11]([O:14][CH:15]3[CH2:20][CH2:19][CH2:18][CH2:17][O:16]3)[CH2:10][CH2:9]2)=[CH:4][CH:3]=1.[B:23]1([B:23]2[O:27][C:26]([CH3:29])([CH3:28])[C:25]([CH3:31])([CH3:30])[O:24]2)[O:27][C:26]([CH3:29])([CH3:28])[C:25]([CH3:31])([CH3:30])[O:24]1.C([O-])(=O)C.[K+]. The catalyst is O1CCOCC1.Cl[Pd]Cl.C1(P(C2C=CC=CC=2)[C-]2C=CC=C2)C=CC=CC=1.[C-]1(P(C2C=CC=CC=2)C2C=CC=CC=2)C=CC=C1.[Fe+2]. The product is [CH3:30][C:25]1([CH3:31])[C:26]([CH3:29])([CH3:28])[O:27][B:23]([C:2]2[CH:22]=[CH:21][C:5]([O:6][CH2:7][C@@H:8]3[CH2:13][CH2:12][C@H:11]([O:14][CH:15]4[CH2:20][CH2:19][CH2:18][CH2:17][O:16]4)[CH2:10][CH2:9]3)=[CH:4][CH:3]=2)[O:24]1. The yield is 0.560. (7) The reactants are [C:1]([C:3]1[C:15]([C:16](OCC)=O)=[C:14]2[C:6]([NH:7][C:8]3[C:13]2=[CH:12][CH:11]=[CH:10][CH:9]=3)=[C:5]2[CH2:21][CH2:22][CH2:23][C:4]=12)#[N:2].CN(C=[O:28])C. The catalyst is [Ni]. The product is [CH:16]1[C:15]2[C:3]([C:4]3[C:5]([CH2:21][C:22](=[O:28])[CH:23]=3)=[C:6]3[C:14]=2[C:13]2[CH2:12][CH2:11][CH2:10][CH2:9][C:8]=2[NH:7]3)=[CH:1][N:2]=1. The yield is 1.00. (8) The reactants are [C:1]1([N:7]2[C:11]([NH:12][S:13]([C:16]3[CH:21]=[CH:20][CH:19]=[CH:18][CH:17]=3)(=[O:15])=[O:14])=[CH:10][C:9]([C:22](OCC)=[O:23])=[N:8]2)[CH:6]=[CH:5][CH:4]=[CH:3][CH:2]=1.[H-].C([Al+]CC(C)C)C(C)C.Cl. The catalyst is O1CCCC1.C1(C)C=CC=CC=1. The product is [OH:23][CH2:22][C:9]1[CH:10]=[C:11]([NH:12][S:13]([C:16]2[CH:21]=[CH:20][CH:19]=[CH:18][CH:17]=2)(=[O:15])=[O:14])[N:7]([C:1]2[CH:6]=[CH:5][CH:4]=[CH:3][CH:2]=2)[N:8]=1. The yield is 0.960. (9) The reactants are Cl.[F:2][C:3]1[CH:8]=[CH:7][C:6]([CH:9]2[CH2:14][CH2:13][CH2:12][NH:11][CH2:10]2)=[CH:5][C:4]=1[OH:15].C(N(CC)CC)C.[C:23](=O)([O:29]C(C)(C)C)[O:24][C:25]([CH3:28])([CH3:27])[CH3:26]. The catalyst is ClCCl.C1COCC1. The product is [C:25]([O:24][C:23]([N:11]1[CH2:12][CH2:13][CH2:14][CH:9]([C:6]2[CH:7]=[CH:8][C:3]([F:2])=[C:4]([OH:15])[CH:5]=2)[CH2:10]1)=[O:29])([CH3:28])([CH3:27])[CH3:26]. The yield is 0.800.